Task: Predict which catalyst facilitates the given reaction.. Dataset: Catalyst prediction with 721,799 reactions and 888 catalyst types from USPTO (1) Reactant: CC([CH:5]1[CH2:10][N:9]([CH2:11][CH2:12][C:13]2[CH:22]=[CH:21][C:16]3[C:17](=[O:20])[O:18][CH2:19][C:15]=3[CH:14]=2)[CH2:8][CH2:7][N:6]1C([O-])=O)(C)C.[ClH:26]. Product: [ClH:26].[N:9]1([CH2:11][CH2:12][C:13]2[CH:22]=[CH:21][C:16]3[C:17](=[O:20])[O:18][CH2:19][C:15]=3[CH:14]=2)[CH2:10][CH2:5][NH:6][CH2:7][CH2:8]1. The catalyst class is: 12. (2) Reactant: Cl[C:2]1[C:12]2[CH2:11][CH2:10][N:9]([C:13]3[C:18]([C:19]([F:22])([F:21])[F:20])=[CH:17][CH:16]=[CH:15][N:14]=3)[CH2:8][CH2:7][C:6]=2[N:5]=[CH:4][N:3]=1.[C:23]([C:27]1[CH:33]=[CH:32][C:30]([NH2:31])=[CH:29][CH:28]=1)([CH3:26])([CH3:25])[CH3:24]. Product: [C:23]([C:27]1[CH:28]=[CH:29][C:30]([NH:31][C:2]2[C:12]3[CH2:11][CH2:10][N:9]([C:13]4[C:18]([C:19]([F:22])([F:21])[F:20])=[CH:17][CH:16]=[CH:15][N:14]=4)[CH2:8][CH2:7][C:6]=3[N:5]=[CH:4][N:3]=2)=[CH:32][CH:33]=1)([CH3:26])([CH3:24])[CH3:25]. The catalyst class is: 114. (3) Reactant: [CH3:1][O:2][C:3]1[CH:8]=[C:7]([O:9][CH3:10])[CH:6]=[CH:5][C:4]=1[CH2:11][N:12]1[C:17]([OH:18])=[C:16]([C:19](OCC)=[O:20])[C:15](=[O:24])[N:14]([CH2:25][C:26]2[CH:31]=[CH:30][CH:29]=[CH:28][CH:27]=2)[C:13]1=[O:32].C1CCN2C(=NCCC2)CC1.[NH2:44][CH2:45][C:46]([OH:48])=[O:47]. Product: [CH3:1][O:2][C:3]1[CH:8]=[C:7]([O:9][CH3:10])[CH:6]=[CH:5][C:4]=1[CH2:11][N:12]1[C:17]([OH:18])=[C:16]([C:19]([NH:44][CH2:45][C:46]([OH:48])=[O:47])=[O:20])[C:15](=[O:24])[N:14]([CH2:25][C:26]2[CH:27]=[CH:28][CH:29]=[CH:30][CH:31]=2)[C:13]1=[O:32]. The catalyst class is: 361. (4) The catalyst class is: 1. Product: [OH:13][C:14]1([C:9]2[S:8][CH:12]=[CH:11][N:10]=2)[CH2:15][CH2:16][CH:17]([C:20]([O:22][CH2:23][CH2:24][CH2:25][CH3:26])=[O:21])[CH2:18][CH2:19]1. Reactant: C([Mg]Cl)(C)C.[Cl-].[Li+].[S:8]1[CH:12]=[CH:11][N:10]=[CH:9]1.[O:13]=[C:14]1[CH2:19][CH2:18][CH:17]([C:20]([O:22][CH2:23][CH2:24][CH2:25][CH3:26])=[O:21])[CH2:16][CH2:15]1.